Predict the product of the given reaction. From a dataset of Forward reaction prediction with 1.9M reactions from USPTO patents (1976-2016). Given the reactants I[CH2:2][O:3][C:4]([O:6][CH2:7][C:8]([O:10][CH3:11])=[O:9])=[O:5].[Na].[F:13][C:14]1[CH:19]=[C:18]([F:20])[CH:17]=[CH:16][C:15]=1[CH2:21][NH:22][C:23]([C:25]1[C:26](=[O:41])[C:27]([OH:40])=[C:28]2[C:33](=[O:34])[N:32]3[C@@H:35]([CH3:38])[CH2:36][O:37][C@@H:31]3[CH2:30][N:29]2[CH:39]=1)=[O:24].C(=O)([O-])[O-].[K+].[K+], predict the reaction product. The product is: [F:13][C:14]1[CH:19]=[C:18]([F:20])[CH:17]=[CH:16][C:15]=1[CH2:21][NH:22][C:23]([C:25]1[C:26](=[O:41])[C:27]([O:40][CH2:2][O:3][C:4]([O:6][CH2:7][C:8]([O:10][CH3:11])=[O:9])=[O:5])=[C:28]2[C:33](=[O:34])[N:32]3[C@@H:35]([CH3:38])[CH2:36][O:37][C@@H:31]3[CH2:30][N:29]2[CH:39]=1)=[O:24].